Dataset: Retrosynthesis with 50K atom-mapped reactions and 10 reaction types from USPTO. Task: Predict the reactants needed to synthesize the given product. (1) Given the product O=C1Nc2ccc(-c3cccc([N+](=O)[O-])c3)cc2C2(CCCCC2)O1, predict the reactants needed to synthesize it. The reactants are: O=C1Nc2ccc(Br)cc2C2(CCCCC2)O1.O=[N+]([O-])c1cccc(B(O)O)c1. (2) Given the product Cc1cc(C(=O)O)cc2c1OCCO2, predict the reactants needed to synthesize it. The reactants are: COC(=O)c1cc(C)c2c(c1)OCCO2. (3) The reactants are: CCCC(C)(F)C(=O)O.CCCCOc1ccc(-c2ncc(-c3ccc(O)cc3)cn2)cc1. Given the product CCCCOc1ccc(-c2ncc(-c3ccc(OC(=O)C(C)(F)CCC)cc3)cn2)cc1, predict the reactants needed to synthesize it. (4) The reactants are: CC(C)(C)OC(=O)NC12CCCC(CO)(CC1)C2. Given the product CC(C)(C)OC(=O)NC12CCCC(C=O)(CC1)C2, predict the reactants needed to synthesize it. (5) Given the product Cc1cc2cc(CN)ccc2n1C(F)F, predict the reactants needed to synthesize it. The reactants are: Cc1cc2cc(C#N)ccc2n1C(F)F. (6) Given the product Cc1cc(N)c(Cl)cc1OCCCN1CCN(C(=O)OC(C)(C)C)CC1, predict the reactants needed to synthesize it. The reactants are: Cc1cc([N+](=O)[O-])c(Cl)cc1OCCCN1CCN(C(=O)OC(C)(C)C)CC1. (7) Given the product CC(C)(C)OC(=O)Cn1c(SCCC[NH2+]CCc2ccccc2)nc2ccccc21, predict the reactants needed to synthesize it. The reactants are: CC(C)(C)OC(=O)Cn1c(SCCCN(CCc2ccccc2)C(=O)OC(C)(C)C)nc2ccccc21.Cl. (8) Given the product Cn1ncc(I)c1CO, predict the reactants needed to synthesize it. The reactants are: Cn1ncc(I)c1C=O. (9) Given the product O=C(NC1CCCCC1)N1Cc2ncnc(Nc3cnc4ccccc4c3)c2C1, predict the reactants needed to synthesize it. The reactants are: O=C=NC1CCCCC1.c1ccc2ncc(Nc3ncnc4c3CNC4)cc2c1. (10) Given the product CSc1ccc(-c2sc(C(C)=O)nc2-c2cccc(-c3cc(C(C)(C)S(C)(=O)=O)cc4cccnc34)c2)cc1, predict the reactants needed to synthesize it. The reactants are: CON(C)C(=O)c1nc(-c2cccc(-c3cc(C(C)(C)S(C)(=O)=O)cc4cccnc34)c2)c(-c2ccc(SC)cc2)s1.